From a dataset of Full USPTO retrosynthesis dataset with 1.9M reactions from patents (1976-2016). Predict the reactants needed to synthesize the given product. The reactants are: [Cl:1][C:2]1[CH:3]=[CH:4][N:5]2[C:10]=1[C:9](=[O:11])[O:8][C:7]([CH2:12][N:13]1[CH:21]=[N:20][C:19]3[C:14]1=[N:15][CH:16]=[N:17][C:18]=3[N:22](C(OC(C)(C)C)=O)[C:23]([O:25][C:26]([CH3:29])([CH3:28])[CH3:27])=[O:24])=[N:6]2.[CH2:37]([NH2:44])[C:38]1[CH:43]=[CH:42][CH:41]=[CH:40][CH:39]=1. Given the product [CH2:37]([NH:44][C:9]([C:10]1[N:5]([NH:6][C:7](=[O:8])[CH2:12][N:13]2[CH:21]=[N:20][C:19]3[C:14]2=[N:15][CH:16]=[N:17][C:18]=3[NH:22][C:23](=[O:24])[O:25][C:26]([CH3:29])([CH3:28])[CH3:27])[CH:4]=[CH:3][C:2]=1[Cl:1])=[O:11])[C:38]1[CH:43]=[CH:42][CH:41]=[CH:40][CH:39]=1, predict the reactants needed to synthesize it.